Dataset: TCR-epitope binding with 47,182 pairs between 192 epitopes and 23,139 TCRs. Task: Binary Classification. Given a T-cell receptor sequence (or CDR3 region) and an epitope sequence, predict whether binding occurs between them. The epitope is GTSGSPIINR. The TCR CDR3 sequence is CASSLEWGGETQYF. Result: 0 (the TCR does not bind to the epitope).